From a dataset of Experimentally validated miRNA-target interactions with 360,000+ pairs, plus equal number of negative samples. Binary Classification. Given a miRNA mature sequence and a target amino acid sequence, predict their likelihood of interaction. (1) The miRNA is hsa-miR-1908-3p with sequence CCGGCCGCCGGCUCCGCCCCG. The protein sequence of the target gene is MRYILDIKMEIVQEILDQLYRKVLLGTTLEDDVHGYIFYLNPDLSEQDGCPAFPVAQSNASGVLDGMAGQHGPSSHEVATLPGAQECPKRQLQMDRTREMKLLQLTVIDTMLSQVLSDETETHAKEGYRELTEVLLQSVELDSKLMRMLQNSDKLLSHMAAKCLASLLYFQLREKVRSQHKMLSNSWVTFCQKHLSESSESGEAVRCLWILTAVIKEILKDTHSQRAESLKQLLTPFDITFEVFYNSLFSQHFGDFQSPSNLASSLMCFLELLELLVASRIHLKLHFRSQRMLFLKPHAL.... Result: 0 (no interaction). (2) The miRNA is hsa-miR-4689 with sequence UUGAGGAGACAUGGUGGGGGCC. The protein sequence of the target gene is MAGNKGRGRAAYTFNIEAVGFSRGEKLPDVVLKPPPLFPDTDYKPVPLKTGEDEDYMLALKQELRETVKRLPYFIEPPEEKQDDIERYSKRYMKVYKEEWVPDWRRLPREMMPRKKCKKGDPKSKPSKAAAKATSLINSADVLKTIEELEKRGEGERSDEENEEKEGSKEKDKDDEEDGEEDAEQEDYDEEEQEEENDYINSYFDNGDDFGVDSDDNMDEATY. Result: 0 (no interaction).